From a dataset of Reaction yield outcomes from USPTO patents with 853,638 reactions. Predict the reaction yield, written as a fraction of the theoretical maximum amount of product (1.0 means a 100% yield; for example, 0.34 means a 34% yield). (1) The reactants are [N+:1]([C:4]1[CH:12]=[C:11]2[C:7]([CH:8]=[CH:9][NH:10]2)=[CH:6][CH:5]=1)([O-:3])=[O:2].CCN(C(C)C)C(C)C.[C:22](Br)([CH3:25])([CH3:24])[CH3:23]. The catalyst is CCCC[N+](CCCC)(CCCC)CCCC.[I-].C1(C)C=CC=CC=1.[O-]S(C(F)(F)F)(=O)=O.[Zn+2].[O-]S(C(F)(F)F)(=O)=O. The product is [C:22]([C:8]1[C:7]2[C:11](=[CH:12][C:4]([N+:1]([O-:3])=[O:2])=[CH:5][CH:6]=2)[NH:10][CH:9]=1)([CH3:25])([CH3:24])[CH3:23]. The yield is 0.190. (2) The reactants are O=C1C2C(=CC=CC=2)[C:4](=[O:11])[N:3]1[C:12]1[CH:17]=[CH:16][C:15]([N:18]2[C:26](=[O:27])C3C(=CC=CC=3)C2=O)=[CH:14][C:13]=1[O:29][CH2:30][C:31](=O)[CH3:32].[OH2:34].NN.[BH4-].[Na+].[C:39]([O-:42])(O)=O.[Na+].ClC(O[CH2:48][C:49]1[CH:54]=[CH:53][CH:52]=[CH:51][CH:50]=1)=O. The catalyst is C1COCC1.CO. The product is [CH2:39]([O:42][C:26]([NH:18][C:15]1[CH:16]=[CH:17][C:12]2[N:3]([C:4]([O:11][CH2:48][C:49]3[CH:54]=[CH:53][CH:52]=[CH:51][CH:50]=3)=[O:34])[CH:31]([CH3:32])[CH2:30][O:29][C:13]=2[CH:14]=1)=[O:27])[C:12]1[CH:17]=[CH:16][CH:15]=[CH:14][CH:13]=1. The yield is 0.510. (3) The reactants are Cl[C:2]1[CH:11]=[C:10]([N:12]2[CH2:17][CH2:16][N:15]([CH3:18])[CH2:14][CH2:13]2)[CH:9]=[CH:8][C:3]=1[C:4]([NH:6][CH3:7])=[O:5].CN(C)CCN(C)C.[C:27]1([CH3:34])[CH:32]=[CH:31][CH:30]=[CH:29][C:28]=1[Li].C([Li])(C)(C)C.BrC1C=CC=CC=1C. The catalyst is C1COCC1.CCCCC.C(OCC)C. The product is [CH3:7][NH:6][C:4]([C:3]1[C:2]([C:28]2[CH:29]=[CH:30][CH:31]=[CH:32][C:27]=2[CH3:34])=[CH:11][C:10]([N:12]2[CH2:17][CH2:16][N:15]([CH3:18])[CH2:14][CH2:13]2)=[CH:9][CH:8]=1)=[O:5]. The yield is 0.360. (4) The reactants are [CH:1]1([CH:7]([NH:21][C:22]2[CH:30]=[CH:29][C:25]([C:26]([OH:28])=O)=[CH:24][CH:23]=2)[C:8]2[CH:12]=[C:11]([C:13]3[CH:14]=[N:15][C:16](C)=[CH:17][CH:18]=3)O[C:9]=2[CH3:20])[CH2:6][CH2:5][CH2:4][CH2:3][CH2:2]1.[CH3:31][NH:32][CH2:33][CH2:34][C:35]([O:37]CC)=[O:36].Cl.C(N=C=NCCCN(C)C)C.[OH2:52].[OH:53][C:54]1C2N=NNC=2C=CC=1. The catalyst is CN(C)C=O.C(OCC)(=O)C.C(N(CC)CC)C. The product is [CH:1]1([CH:7]([NH:21][C:22]2[CH:23]=[CH:24][C:25]([C:26]([N:32]([CH3:31])[CH2:33][CH2:34][C:35]([OH:37])=[O:36])=[O:28])=[CH:29][CH:30]=2)[C:8]2[CH:12]=[C:11]([C:13]3[CH:14]=[N:15][C:16]([O:53][CH3:54])=[CH:17][CH:18]=3)[O:52][C:9]=2[CH3:20])[CH2:6][CH2:5][CH2:4][CH2:3][CH2:2]1. The yield is 0.830. (5) The reactants are [CH2:1]([O:8][C:9](=[O:18])[CH:10]([C:12]1[CH:17]=[CH:16][CH:15]=[CH:14][CH:13]=1)[CH3:11])[C:2]1[CH:7]=[CH:6][CH:5]=[CH:4][CH:3]=1.[CH2:19](Cl)[CH:20]=[CH:21][CH3:22].[I-].[Li+].C[Si](C)(C)[N-][Si](C)(C)C.[Li+]. The catalyst is O1CCCC1. The product is [CH3:11][C:10]([C:12]1[CH:17]=[CH:16][CH:15]=[CH:14][CH:13]=1)([CH2:19]/[CH:20]=[CH:21]/[CH3:22])[C:9]([O:8][CH2:1][C:2]1[CH:3]=[CH:4][CH:5]=[CH:6][CH:7]=1)=[O:18]. The yield is 0.990.